Dataset: Full USPTO retrosynthesis dataset with 1.9M reactions from patents (1976-2016). Task: Predict the reactants needed to synthesize the given product. (1) Given the product [Br:1][C:2]1[CH:7]=[CH:6][C:5]([Cl:8])=[C:4]([CH2:9][C:10]2[CH:15]=[CH:14][C:13]([O:16][CH2:17][CH:18]([O:20][CH:21]=[CH2:22])[CH3:19])=[CH:12][CH:11]=2)[CH:3]=1, predict the reactants needed to synthesize it. The reactants are: [Br:1][C:2]1[CH:7]=[CH:6][C:5]([Cl:8])=[C:4]([CH2:9][C:10]2[CH:15]=[CH:14][C:13]([O:16][CH2:17][CH:18]([O:20][CH:21](OCC)[CH3:22])[CH3:19])=[CH:12][CH:11]=2)[CH:3]=1.C(N(CC)CC)C.C[Si](OS(C(F)(F)F)(=O)=O)(C)C.[OH-].[Na+]. (2) Given the product [F:47][C:48]1[CH:49]=[CH:50][C:51]([N:57]2[CH:61]=[CH:60][N:59]=[N:58]2)=[C:52]([CH:56]=1)[C:53]([NH:44][C@H:40]1[CH2:41][CH2:42][CH2:43][C@@H:39]1[NH:38][C:35]1[CH:34]=[N:33][C:32]([C:31]([F:30])([F:45])[F:46])=[CH:37][N:36]=1)=[O:54], predict the reactants needed to synthesize it. The reactants are: COC1C=CC(C)=CC=1C(N[C@H]1CCC[C@@H]1NC1C=NC(C(F)(F)F)=CN=1)=O.Cl.[F:30][C:31]([F:46])([F:45])[C:32]1[N:33]=[CH:34][C:35]([NH:38][C@H:39]2[CH2:43][CH2:42][CH2:41][C@@H:40]2[NH2:44])=[N:36][CH:37]=1.[F:47][C:48]1[CH:49]=[CH:50][C:51]([N:57]2[CH:61]=[CH:60][N:59]=[N:58]2)=[C:52]([CH:56]=1)[C:53](O)=[O:54]. (3) Given the product [C:10]([O:9][C:7]([N:1]1[CH2:5][CH2:4][CH2:3][C:2]1=[O:6])=[O:8])([CH3:13])([CH3:12])[CH3:11], predict the reactants needed to synthesize it. The reactants are: [NH:1]1[CH2:5][CH2:4][CH2:3][C:2]1=[O:6].[C:7](O[C:7]([O:9][C:10]([CH3:13])([CH3:12])[CH3:11])=[O:8])([O:9][C:10]([CH3:13])([CH3:12])[CH3:11])=[O:8]. (4) The reactants are: Cl[C:2]1[C:11]2[C:6](=[CH:7][CH:8]=[C:9](OC(F)(F)F)[CH:10]=2)[N:5]=[C:4]([N:17]2[CH2:23][C:22]3[CH:24]=[CH:25][CH:26]=[CH:27][C:21]=3[S:20](=[O:29])(=[O:28])[CH2:19][CH2:18]2)[CH:3]=1.[C:30](=[O:37])([O:32][C:33]([CH3:36])([CH3:35])[CH3:34])[NH2:31].C[C:39](C)([O-:41])C.[Na+].O1CCOC[CH2:45]1. Given the product [CH3:39][O:41][C:26]1[CH:25]=[CH:24][C:22]2[CH2:23][N:17]([C:4]3[CH:3]=[C:2]([NH:31][C:30](=[O:37])[O:32][C:33]([CH3:36])([CH3:35])[CH3:34])[C:11]4[C:6](=[CH:7][CH:8]=[C:9]([CH3:45])[CH:10]=4)[N:5]=3)[CH2:18][CH2:19][S:20](=[O:28])(=[O:29])[C:21]=2[CH:27]=1, predict the reactants needed to synthesize it.